Predict which catalyst facilitates the given reaction. From a dataset of Catalyst prediction with 721,799 reactions and 888 catalyst types from USPTO. (1) Reactant: [F:1][CH:2]([F:26])[C:3]1([C:18]2[CH:23]=[CH:22][CH:21]=[C:20]([F:24])[C:19]=2[F:25])[CH2:5][N@:4]1[S:6]([C:9]1[CH:14]=[CH:13][CH:12]=[CH:11][C:10]=1[N+:15]([O-:17])=[O:16])(=[O:8])=[O:7].[CH3:27][C:28]([O-:30])=[O:29].[K+]. Product: [F:25][C:19]1[C:20]([F:24])=[CH:21][CH:22]=[CH:23][C:18]=1[C@:3]([NH:4][S:6]([C:9]1[CH:14]=[CH:13][CH:12]=[CH:11][C:10]=1[N+:15]([O-:17])=[O:16])(=[O:8])=[O:7])([CH:2]([F:1])[F:26])[CH2:5][O:30][C:28](=[O:29])[CH3:27]. The catalyst class is: 197. (2) Reactant: [Cl:1][C:2]1[C:7](I)=[C:6]([CH3:9])[N:5]=[C:4]([NH2:10])[N:3]=1.[C:11]([C:13]1[N:17]([CH3:18])[CH:16]=[N:15][CH:14]=1)#[CH:12].C(N(CC)CC)C. Product: [Cl:1][C:2]1[C:7]([C:12]#[C:11][C:13]2[N:17]([CH3:18])[CH:16]=[N:15][CH:14]=2)=[C:6]([CH3:9])[N:5]=[C:4]([NH2:10])[N:3]=1. The catalyst class is: 235. (3) Reactant: [CH3:1][O:2][C:3]1[CH:4]=[CH:5][C:6]([O:30][CH2:31][C:32]2[N:33]=[C:34]([C:38]3[CH:43]=[CH:42][CH:41]=[CH:40][CH:39]=3)[O:35][C:36]=2[CH3:37])=[C:7]([CH:9]=[CH:10][CH2:11][CH2:12][CH:13]([O:19][C:20]2[CH:25]=[CH:24][C:23]([C:26]([F:29])([F:28])[F:27])=[CH:22][CH:21]=2)[C:14]([O:16]CC)=[O:15])[CH:8]=1.CO.[OH-].[Na+]. Product: [CH3:1][O:2][C:3]1[CH:4]=[CH:5][C:6]([O:30][CH2:31][C:32]2[N:33]=[C:34]([C:38]3[CH:39]=[CH:40][CH:41]=[CH:42][CH:43]=3)[O:35][C:36]=2[CH3:37])=[C:7]([CH:9]=[CH:10][CH2:11][CH2:12][CH:13]([O:19][C:20]2[CH:21]=[CH:22][C:23]([C:26]([F:27])([F:29])[F:28])=[CH:24][CH:25]=2)[C:14]([OH:16])=[O:15])[CH:8]=1. The catalyst class is: 6. (4) Reactant: Cl[C:2]1[CH:7]=[C:6]([C:8]2[CH:13]=[CH:12][CH:11]=[CH:10][CH:9]=2)[N:5]=[C:4]([NH:14][C:15](=[O:29])[CH2:16][CH2:17][C:18]([C:20]2[CH:21]=[CH:22][C:23]3[O:27][CH2:26][CH2:25][C:24]=3[CH:28]=2)=[O:19])[CH:3]=1.C1(C2C=CC=CC=2)C=CC=CC=1P(C1CCCCC1)C1CCCCC1.C(=O)([O-])[O-].[K+].[K+].[CH3:61][O:62][C:63](=[O:75])/[CH:64]=[CH:65]/[C:66]1[CH:71]=[CH:70][C:69](B(O)O)=[CH:68][CH:67]=1. Product: [O:27]1[C:23]2[CH:22]=[CH:21][C:20]([C:18](=[O:19])[CH2:17][CH2:16][C:15]([NH:14][C:4]3[CH:3]=[C:2]([C:69]4[CH:70]=[CH:71][C:66](/[CH:65]=[CH:64]/[C:63]([O:62][CH3:61])=[O:75])=[CH:67][CH:68]=4)[CH:7]=[C:6]([C:8]4[CH:13]=[CH:12][CH:11]=[CH:10][CH:9]=4)[N:5]=3)=[O:29])=[CH:28][C:24]=2[CH2:25][CH2:26]1. The catalyst class is: 110. (5) Reactant: N1C=CC=CC=1.C(O[C:11](=[O:13])[CH3:12])(=O)C.[Cl:14][C:15]1[CH:20]=[CH:19][C:18]([CH:21]([C:43]2[CH:48]=[CH:47][C:46]([Cl:49])=[CH:45][CH:44]=2)[N:22]2[CH2:25][C:24](=[CH:26][S:27]([CH2:30][C:31]3[CH:32]=[C:33]([N:37]4[CH2:42][CH2:41][NH:40][CH2:39][CH2:38]4)[CH:34]=[CH:35][CH:36]=3)(=[O:29])=[O:28])[CH2:23]2)=[CH:17][CH:16]=1. Product: [C:11]([N:40]1[CH2:41][CH2:42][N:37]([C:33]2[CH:34]=[CH:35][CH:36]=[C:31]([CH2:30][S:27]([CH:26]=[C:24]3[CH2:23][N:22]([CH:21]([C:18]4[CH:17]=[CH:16][C:15]([Cl:14])=[CH:20][CH:19]=4)[C:43]4[CH:48]=[CH:47][C:46]([Cl:49])=[CH:45][CH:44]=4)[CH2:25]3)(=[O:28])=[O:29])[CH:32]=2)[CH2:38][CH2:39]1)(=[O:13])[CH3:12]. The catalyst class is: 84. (6) Reactant: [O:1]([CH2:8][C:9]1[CH:23]=[CH:22][C:12]([CH:13]=[CH:14][C:15]([O:17][C:18]([CH3:21])([CH3:20])[CH3:19])=[O:16])=[CH:11][CH:10]=1)[C:2]1[CH:7]=[CH:6][CH:5]=[CH:4][CH:3]=1.[Na]. Product: [O:1]([CH2:8][C:9]1[CH:10]=[CH:11][C:12]([CH2:13][CH2:14][C:15]([O:17][C:18]([CH3:21])([CH3:20])[CH3:19])=[O:16])=[CH:22][CH:23]=1)[C:2]1[CH:3]=[CH:4][CH:5]=[CH:6][CH:7]=1. The catalyst class is: 652. (7) The catalyst class is: 165. Product: [F:7][C:8]1([F:18])[CH2:12][CH2:11][CH:10]([CH2:13][OH:14])[CH2:9]1. Reactant: [H-].[Al+3].[Li+].[H-].[H-].[H-].[F:7][C:8]1([F:18])[CH2:12][CH2:11][CH:10]([C:13](OCC)=[O:14])[CH2:9]1. (8) Reactant: [I:1][C:2]1[CH:3]=[C:4]([N:8]2[CH2:12][C:11](=[O:13])[NH:10][C:9]2=[O:14])[CH:5]=[CH:6][CH:7]=1.Br[CH2:16][C:17]([NH2:19])=[O:18].[H-].[Na+].P([O-])([O-])([O-])=O. Product: [I:1][C:2]1[CH:3]=[C:4]([N:8]2[CH2:12][C:11](=[O:13])[N:10]([CH2:16][C:17]([NH2:19])=[O:18])[C:9]2=[O:14])[CH:5]=[CH:6][CH:7]=1. The catalyst class is: 3. (9) The catalyst class is: 6. Reactant: O1CCCC1.[Cl:6][C:7]1[C:8]([O:17][C:18]2[CH:24]=[CH:23][C:21]([NH2:22])=[CH:20][C:19]=2[N:25]2[CH:29]=[CH:28][CH:27]=[CH:26]2)=[N:9][CH:10]=[C:11]([C:13]([F:16])([F:15])[F:14])[CH:12]=1.C(N(CC)CC)C.[Cl:37][C:38]1[CH:46]=[CH:45][C:44]([N+:47]([O-:49])=[O:48])=[CH:43][C:39]=1[C:40](Cl)=[O:41]. Product: [Cl:6][C:7]1[C:8]([O:17][C:18]2[CH:24]=[CH:23][C:21]([NH:22][C:40](=[O:41])[C:39]3[CH:43]=[C:44]([N+:47]([O-:49])=[O:48])[CH:45]=[CH:46][C:38]=3[Cl:37])=[CH:20][C:19]=2[N:25]2[CH:29]=[CH:28][CH:27]=[CH:26]2)=[N:9][CH:10]=[C:11]([C:13]([F:16])([F:15])[F:14])[CH:12]=1.